From a dataset of Reaction yield outcomes from USPTO patents with 853,638 reactions. Predict the reaction yield, written as a fraction of the theoretical maximum amount of product (1.0 means a 100% yield; for example, 0.34 means a 34% yield). (1) The reactants are [NH2:1][C:2]1[N:6]([C:7]2[CH:12]=[CH:11][CH:10]=[CH:9][CH:8]=2)[N:5]=[C:4]([C:13]([CH3:17])([CH3:16])[C:14]#[N:15])[CH:3]=1.C(=O)([O-])[O-].[K+].[K+].Cl[C:25]([O:27][C:28]1[CH:33]=[CH:32][CH:31]=[CH:30][CH:29]=1)=[O:26]. The catalyst is C(Cl)Cl. The product is [C:14]([C:13]([C:4]1[CH:3]=[C:2]([NH:1][C:25](=[O:26])[O:27][C:28]2[CH:33]=[CH:32][CH:31]=[CH:30][CH:29]=2)[N:6]([C:7]2[CH:12]=[CH:11][CH:10]=[CH:9][CH:8]=2)[N:5]=1)([CH3:17])[CH3:16])#[N:15]. The yield is 0.760. (2) The reactants are Br[C:2]1[CH:7]=[C:6]([C:8]([CH3:11])([CH3:10])[CH3:9])[C:5]([N+:12]([O-:14])=[O:13])=[CH:4][C:3]=1[NH2:15].CCN(CC)CC.[CH3:23][Si:24]([C:27]#[CH:28])([CH3:26])[CH3:25]. The catalyst is C1(C)C=CC=CC=1.O.Cl[Pd](Cl)([P](C1C=CC=CC=1)(C1C=CC=CC=1)C1C=CC=CC=1)[P](C1C=CC=CC=1)(C1C=CC=CC=1)C1C=CC=CC=1.[Cu]I. The product is [C:8]([C:6]1[C:5]([N+:12]([O-:14])=[O:13])=[CH:4][C:3]([NH:15][C:28]#[C:27][Si:24]([CH3:26])([CH3:25])[CH3:23])=[CH:2][CH:7]=1)([CH3:11])([CH3:10])[CH3:9]. The yield is 0.810.